This data is from Merck oncology drug combination screen with 23,052 pairs across 39 cell lines. The task is: Regression. Given two drug SMILES strings and cell line genomic features, predict the synergy score measuring deviation from expected non-interaction effect. Drug 1: N.N.O=C(O)C1(C(=O)O)CCC1.[Pt]. Drug 2: CS(=O)(=O)CCNCc1ccc(-c2ccc3ncnc(Nc4ccc(OCc5cccc(F)c5)c(Cl)c4)c3c2)o1. Cell line: A427. Synergy scores: synergy=-15.1.